Dataset: Reaction yield outcomes from USPTO patents with 853,638 reactions. Task: Predict the reaction yield, written as a fraction of the theoretical maximum amount of product (1.0 means a 100% yield; for example, 0.34 means a 34% yield). (1) The reactants are [CH3:1][C:2]1[N:6]([CH2:7][C:8]2[C:17]3[C:12](=[CH:13][CH:14]=[CH:15][CH:16]=3)[CH:11]=[CH:10][CH:9]=2)[C:5]2[CH:18]=[C:19]([N:23]3[CH2:28][CH2:27][O:26][CH2:25][CH2:24]3)[CH:20]=[C:21](N)[C:4]=2[N:3]=1.N([O-])=O.[Na+].[Na+].[Br-:34].C([O-])(O)=O.[Na+]. The catalyst is Br. The product is [Br:34][C:21]1[C:4]2[N:3]=[C:2]([CH3:1])[N:6]([CH2:7][C:8]3[C:17]4[C:12](=[CH:13][CH:14]=[CH:15][CH:16]=4)[CH:11]=[CH:10][CH:9]=3)[C:5]=2[CH:18]=[C:19]([N:23]2[CH2:28][CH2:27][O:26][CH2:25][CH2:24]2)[CH:20]=1. The yield is 0.550. (2) The catalyst is C(OCC)C. The product is [ClH:1].[CH2:16]([O:18][C:10](=[NH:11])[CH2:9][O:8][C:7]1[CH:12]=[CH:13][C:4]([C:3]([F:14])([F:15])[F:2])=[CH:5][CH:6]=1)[CH3:17]. The yield is 0.830. The reactants are [ClH:1].[F:2][C:3]([F:15])([F:14])[C:4]1[CH:13]=[CH:12][C:7]([O:8][CH2:9][C:10]#[N:11])=[CH:6][CH:5]=1.[CH2:16]([OH:18])[CH3:17]. (3) The reactants are [NH2:1][C:2]1[CH:3]=[C:4]([CH:19]=[CH:20][CH:21]=1)[O:5][C:6]1[CH:7]=[CH:8][C:9]2[N:10]([CH:12]=[C:13]([NH:15][C:16](=[O:18])[CH3:17])[N:14]=2)[N:11]=1.[CH:22]1([C:25](Cl)=[O:26])[CH2:24][CH2:23]1. The catalyst is CN(C)C(=O)C. The product is [C:16]([NH:15][C:13]1[N:14]=[C:9]2[CH:8]=[CH:7][C:6]([O:5][C:4]3[CH:3]=[C:2]([NH:1][C:25]([CH:22]4[CH2:24][CH2:23]4)=[O:26])[CH:21]=[CH:20][CH:19]=3)=[N:11][N:10]2[CH:12]=1)(=[O:18])[CH3:17]. The yield is 0.510. (4) The reactants are [BH4-].[Na+].[CH2:3]([O:10][C:11]1[C:16]([CH2:17][N:18]2[CH2:27][CH2:26][C:25]3[C:20](=[C:21]([Cl:33])[C:22]([C:29](=[O:32])[CH2:30][CH3:31])=[CH:23][C:24]=3[Cl:28])[C:19]2=[O:34])=[C:15]([CH3:35])[CH:14]=[C:13]([CH3:36])[N:12]=1)[C:4]1[CH:9]=[CH:8][CH:7]=[CH:6][CH:5]=1. The catalyst is CO. The product is [CH2:3]([O:10][C:11]1[C:16]([CH2:17][N:18]2[CH2:27][CH2:26][C:25]3[C:20](=[C:21]([Cl:33])[C:22]([CH:29]([OH:32])[CH2:30][CH3:31])=[CH:23][C:24]=3[Cl:28])[C:19]2=[O:34])=[C:15]([CH3:35])[CH:14]=[C:13]([CH3:36])[N:12]=1)[C:4]1[CH:9]=[CH:8][CH:7]=[CH:6][CH:5]=1. The yield is 0.864. (5) The reactants are [F:1][C:2]([F:20])([F:19])[C:3]1[N:7]2[N:8]=[C:9]([N:12]3[CH2:17][CH2:16][CH:15]([OH:18])[CH2:14][CH2:13]3)[CH:10]=[CH:11][C:6]2=[N:5][N:4]=1.[H-].[Na+].Cl[C:24]1[CH:25]=[CH:26][C:27]([C:30]#[N:31])=[N:28][CH:29]=1. The catalyst is CN(C=O)C.CO. The product is [F:20][C:2]([F:1])([F:19])[C:3]1[N:7]2[N:8]=[C:9]([N:12]3[CH2:17][CH2:16][CH:15]([O:18][C:24]4[CH:25]=[CH:26][C:27]([C:30]#[N:31])=[N:28][CH:29]=4)[CH2:14][CH2:13]3)[CH:10]=[CH:11][C:6]2=[N:5][N:4]=1. The yield is 0.270. (6) The reactants are [Br:1][C:2]1[C:7](=[O:8])[N:6]([C:9]2[CH:10]=[C:11]([CH:15]=[CH:16][C:17]=2[CH3:18])[C:12]([OH:14])=O)[C:5]([CH3:19])=[N:4][C:3]=1[O:20][CH2:21][C:22]1[CH:27]=[CH:26][C:25]([F:28])=[CH:24][C:23]=1[F:29].C1C(=O)[N:34](Br)C(=O)C1.C(OC(Cl)=O)C(C)C.CN1CCOCC1.N. The catalyst is ClCCl.O1CCOCC1.C(O)(C)C. The product is [Br:1][C:2]1[C:7](=[O:8])[N:6]([C:9]2[CH:10]=[C:11]([CH:15]=[CH:16][C:17]=2[CH3:18])[C:12]([NH2:34])=[O:14])[C:5]([CH3:19])=[N:4][C:3]=1[O:20][CH2:21][C:22]1[CH:27]=[CH:26][C:25]([F:28])=[CH:24][C:23]=1[F:29]. The yield is 0.770. (7) The reactants are [NH2:1][C@H:2]([CH2:16][C:17]1[CH:22]=[CH:21][C:20]([Cl:23])=[CH:19][C:18]=1[Cl:24])[C:3]([N:5]1[CH2:13][C:12]2[C:7](=[CH:8][CH:9]=[C:10]([C:14]#[N:15])[CH:11]=2)[CH2:6]1)=[O:4].[BH4-].[Na+]. The catalyst is Cl[Ni]Cl.CCO.C(Cl)Cl. The product is [NH2:1][C@H:2]([CH2:16][C:17]1[CH:22]=[CH:21][C:20]([Cl:23])=[CH:19][C:18]=1[Cl:24])[C:3]([N:5]1[CH2:13][C:12]2[C:7](=[CH:8][CH:9]=[C:10]([CH2:14][NH2:15])[CH:11]=2)[CH2:6]1)=[O:4]. The yield is 0.930. (8) The reactants are Br[C:2]1[N:3]=[C:4]([C@@H:17]2[CH2:21][C@H:20]([CH3:22])[CH2:19][N:18]2[C:23]([O:25][C:26]([CH3:29])([CH3:28])[CH3:27])=[O:24])[N:5]([CH2:9][O:10][CH2:11][CH2:12][Si:13]([CH3:16])([CH3:15])[CH3:14])[C:6]=1[CH:7]=O.C([O-])C.[Na+].[SH:34][CH2:35][C:36]([O:38][CH2:39][CH3:40])=[O:37]. The catalyst is CCO. The product is [C:26]([O:25][C:23]([N:18]1[CH2:19][C@@H:20]([CH3:22])[CH2:21][C@H:17]1[C:4]1[N:5]([CH2:9][O:10][CH2:11][CH2:12][Si:13]([CH3:16])([CH3:14])[CH3:15])[C:6]2[CH:7]=[C:35]([C:36]([O:38][CH2:39][CH3:40])=[O:37])[S:34][C:2]=2[N:3]=1)=[O:24])([CH3:27])([CH3:29])[CH3:28]. The yield is 0.810. (9) The reactants are [N+:1]([C:4]1[CH:9]=[CH:8][C:7]([C:10]2[CH:15]=[CH:14][C:13]([O:16][C:17]([F:20])([F:19])[F:18])=[CH:12][CH:11]=2)=[CH:6][CH:5]=1)([O-])=O. The catalyst is [Pt].CO. The product is [NH2:1][C:4]1[CH:9]=[CH:8][C:7]([C:10]2[CH:15]=[CH:14][C:13]([O:16][C:17]([F:18])([F:19])[F:20])=[CH:12][CH:11]=2)=[CH:6][CH:5]=1. The yield is 0.960.